Dataset: Catalyst prediction with 721,799 reactions and 888 catalyst types from USPTO. Task: Predict which catalyst facilitates the given reaction. (1) Reactant: [OH:1][C@@H:2]([C:6]1[CH:14]=[CH:13][C:9]([C:10]([OH:12])=O)=[CH:8][CH:7]=1)[CH2:3][CH2:4][CH3:5].Cl.[NH2:16][CH2:17][CH2:18][C:19]([O:21][CH2:22][CH3:23])=[O:20].F[P-](F)(F)(F)(F)F.N1(OC(N(C)C)=[N+](C)C)C2N=CC=CC=2N=N1.C(N(C(C)C)CC)(C)C. Product: [OH:1][C@@H:2]([C:6]1[CH:7]=[CH:8][C:9]([C:10]([NH:16][CH2:17][CH2:18][C:19]([O:21][CH2:22][CH3:23])=[O:20])=[O:12])=[CH:13][CH:14]=1)[CH2:3][CH2:4][CH3:5]. The catalyst class is: 9. (2) Reactant: [Cl:1][C:2]1[CH:7]=[CH:6][C:5]([CH2:8][CH2:9][C:10]([OH:12])=O)=[CH:4][CH:3]=1.S(Cl)(Cl)=O.[Cl-].[Cl-].[Cl-].[Al+3]. The catalyst class is: 194. Product: [Cl:1][C:2]1[CH:3]=[C:4]2[C:5]([CH2:8][CH2:9][C:10]2=[O:12])=[CH:6][CH:7]=1.